Dataset: Reaction yield outcomes from USPTO patents with 853,638 reactions. Task: Predict the reaction yield, written as a fraction of the theoretical maximum amount of product (1.0 means a 100% yield; for example, 0.34 means a 34% yield). (1) The reactants are [C:1]([C:5]1[NH:6][C:7]2[C:12]([CH:13]=1)=[CH:11][C:10]([N+:14]([O-])=O)=[CH:9][C:8]=2[C:17]#[N:18])([CH3:4])([CH3:3])[CH3:2].[BH4-].[Na+]. The catalyst is CO. The product is [NH2:14][C:10]1[CH:11]=[C:12]2[C:7](=[C:8]([C:17]#[N:18])[CH:9]=1)[NH:6][C:5]([C:1]([CH3:4])([CH3:3])[CH3:2])=[CH:13]2. The yield is 0.320. (2) The reactants are Br.Br.[CH3:3][C@@H:4]1[CH2:8][NH:7][CH2:6][C@@H:5]1[C:9]1[N:13]2[C:14]3[CH:20]=[CH:19][N:18]([S:21]([C:24]4[CH:30]=[CH:29][C:27]([CH3:28])=[CH:26][CH:25]=4)(=[O:23])=[O:22])[C:15]=3[N:16]=[CH:17][C:12]2=[N:11][CH:10]=1.[CH:31]1([CH2:34][C:35](O)=[O:36])[CH2:33][CH2:32]1.CN(C(ON1N=NC2C=CC=NC1=2)=[N+](C)C)C.F[P-](F)(F)(F)(F)F. The product is [CH:31]1([CH2:34][C:35]([N:7]2[CH2:6][C@H:5]([C:9]3[N:13]4[C:14]5[CH:20]=[CH:19][N:18]([S:21]([C:24]6[CH:25]=[CH:26][C:27]([CH3:28])=[CH:29][CH:30]=6)(=[O:23])=[O:22])[C:15]=5[N:16]=[CH:17][C:12]4=[N:11][CH:10]=3)[C@H:4]([CH3:3])[CH2:8]2)=[O:36])[CH2:33][CH2:32]1. The catalyst is C(Cl)Cl. The yield is 0.890.